From a dataset of Forward reaction prediction with 1.9M reactions from USPTO patents (1976-2016). Predict the product of the given reaction. Given the reactants [CH3:1][N:2]1[C:6]([NH:7][C:8]([C:21]2[CH:26]=[CH:25][CH:24]=[CH:23][CH:22]=2)([C:15]2[CH:20]=[CH:19][CH:18]=[CH:17][CH:16]=2)[C:9]2[CH:14]=[CH:13][CH:12]=[CH:11][CH:10]=2)=[C:5]([NH:27][C:28](=O)[O:29]C2C=CC=CC=2)[CH:4]=[N:3]1.[C:37]([NH:56][CH2:57][CH2:58][NH:59][CH2:60][CH2:61][NH:62][C:63](=[O:69])[O:64][C:65]([CH3:68])([CH3:67])[CH3:66])([C:50]1[CH:55]=[CH:54][CH:53]=[CH:52][CH:51]=1)([C:44]1[CH:49]=[CH:48][CH:47]=[CH:46][CH:45]=1)[C:38]1[CH:43]=[CH:42][CH:41]=[CH:40][CH:39]=1.C(N(C(C)C)C(C)C)C.C(OCC)(=O)C, predict the reaction product. The product is: [CH3:1][N:2]1[C:6]([NH:7][C:8]([C:15]2[CH:16]=[CH:17][CH:18]=[CH:19][CH:20]=2)([C:21]2[CH:26]=[CH:25][CH:24]=[CH:23][CH:22]=2)[C:9]2[CH:10]=[CH:11][CH:12]=[CH:13][CH:14]=2)=[C:5]([NH:27][C:28]([N:59]([CH2:60][CH2:61][NH:62][C:63](=[O:69])[O:64][C:65]([CH3:66])([CH3:68])[CH3:67])[CH2:58][CH2:57][NH:56][C:37]([C:44]2[CH:49]=[CH:48][CH:47]=[CH:46][CH:45]=2)([C:50]2[CH:51]=[CH:52][CH:53]=[CH:54][CH:55]=2)[C:38]2[CH:43]=[CH:42][CH:41]=[CH:40][CH:39]=2)=[O:29])[CH:4]=[N:3]1.